Dataset: NCI-60 drug combinations with 297,098 pairs across 59 cell lines. Task: Regression. Given two drug SMILES strings and cell line genomic features, predict the synergy score measuring deviation from expected non-interaction effect. (1) Drug 1: CC12CCC(CC1=CCC3C2CCC4(C3CC=C4C5=CN=CC=C5)C)O. Drug 2: CS(=O)(=O)CCNCC1=CC=C(O1)C2=CC3=C(C=C2)N=CN=C3NC4=CC(=C(C=C4)OCC5=CC(=CC=C5)F)Cl. Cell line: SF-268. Synergy scores: CSS=6.16, Synergy_ZIP=2.25, Synergy_Bliss=5.88, Synergy_Loewe=2.07, Synergy_HSA=2.31. (2) Drug 1: CC(CN1CC(=O)NC(=O)C1)N2CC(=O)NC(=O)C2. Drug 2: C1=NC2=C(N1)C(=S)N=C(N2)N. Cell line: MDA-MB-435. Synergy scores: CSS=17.8, Synergy_ZIP=-5.92, Synergy_Bliss=1.29, Synergy_Loewe=-10.3, Synergy_HSA=2.91.